This data is from Reaction yield outcomes from USPTO patents with 853,638 reactions. The task is: Predict the reaction yield, written as a fraction of the theoretical maximum amount of product (1.0 means a 100% yield; for example, 0.34 means a 34% yield). (1) The reactants are C([N-][CH:5]([CH3:7])[CH3:6])(C)C.[Li+].C([Li])CCC.C(NC(C)C)(C)C.CC(C)C=NC(C)(C)C.Br[CH2:31][CH2:32][C:33]1([CH3:38])[O:37][CH2:36][CH2:35][O:34]1.C(O)(=O)[C:40](O)=[O:41]. The catalyst is O1CCCC1. The product is [CH3:6][C:5]([CH3:7])([CH2:31][CH2:32][C:33]1([CH3:38])[O:37][CH2:36][CH2:35][O:34]1)[CH:40]=[O:41]. The yield is 0.230. (2) The reactants are [Br:1][C:2]1[CH:7]=[C:6]([N+:8]([O-])=O)[C:5]([NH2:11])=[C:4]([N+:12]([O-:14])=[O:13])[CH:3]=1. The catalyst is CCO. The product is [Br:1][C:2]1[CH:7]=[C:6]([NH2:8])[C:5]([NH2:11])=[C:4]([N+:12]([O-:14])=[O:13])[CH:3]=1. The yield is 0.500. (3) The reactants are [CH2:1]([C@@H:3]1[CH2:8][CH2:7][C@H:6]([O:9][C:10]2[CH:11]=[C:12]3[C:17](=[CH:18][CH:19]=2)[N:16]=[CH:15][CH:14]=[CH:13]3)[CH2:5][CH2:4]1)[CH3:2].C1C=C(Cl)C=C(C(OO)=[O:28])C=1.[O-]S([O-])=O.[Na+].[Na+]. The catalyst is C(Cl)Cl. The product is [CH2:1]([C@@H:3]1[CH2:8][CH2:7][C@H:6]([O:9][C:10]2[CH:11]=[C:12]3[C:17](=[CH:18][CH:19]=2)[N+:16]([O-:28])=[CH:15][CH:14]=[CH:13]3)[CH2:5][CH2:4]1)[CH3:2]. The yield is 0.830. (4) The reactants are [Br:1][C:2]1[CH:6]=[N:5][N:4]([CH3:7])[C:3]=1[C:8]1[CH:9]=[C:10]([NH2:16])[CH:11]=[CH:12][C:13]=1[O:14][CH3:15].[C:17]([N:25]=[C:26]=[O:27])(=[O:24])[C:18]1[CH:23]=[CH:22][CH:21]=[CH:20][CH:19]=1. The catalyst is C(Cl)Cl. The product is [C:17]([NH:25][C:26]([NH:16][C:10]1[CH:11]=[CH:12][C:13]([O:14][CH3:15])=[C:8]([C:3]2[N:4]([CH3:7])[N:5]=[CH:6][C:2]=2[Br:1])[CH:9]=1)=[O:27])(=[O:24])[C:18]1[CH:23]=[CH:22][CH:21]=[CH:20][CH:19]=1. The yield is 0.720. (5) The reactants are [F:1][C:2]1[CH:7]=[C:6]([F:8])[CH:5]=[C:4]([NH:9][CH3:10])[C:3]=1[NH2:11].[Cl:12][CH2:13][C:14](O)=O. No catalyst specified. The product is [Cl:12][CH2:13][C:14]1[N:9]([CH3:10])[C:4]2[CH:5]=[C:6]([F:8])[CH:7]=[C:2]([F:1])[C:3]=2[N:11]=1. The yield is 0.220. (6) The reactants are Br[C:2]1[CH:8]=[CH:7][C:5]([NH2:6])=[C:4]([CH3:9])[C:3]=1[F:10].[C:11]([Cu])#[N:12].C(OCC)(=O)C. The catalyst is CCCCCC. The product is [NH2:6][C:5]1[CH:7]=[CH:8][C:2]([C:11]#[N:12])=[C:3]([F:10])[C:4]=1[CH3:9]. The yield is 0.670. (7) The reactants are [CH3:1][S-:2].[Na+].CS(O[CH2:9][C:10]1[CH:15]=[C:14]([N:16]2[CH2:21][CH2:20][O:19][CH2:18][C@H:17]2[CH3:22])[N:13]=[C:12]([Cl:23])[N:11]=1)(=O)=O.ClC1N=C(N2CCOC[C@H]2C)C=C(CCl)N=1.[I-].[Na+]. The catalyst is CC#N.CCOC(C)=O. The product is [Cl:23][C:12]1[N:13]=[C:14]([N:16]2[CH2:21][CH2:20][O:19][CH2:18][C@H:17]2[CH3:22])[CH:15]=[C:10]([CH2:9][S:2][CH3:1])[N:11]=1. The yield is 0.910. (8) The reactants are [N:1]1[C:9]([S:10][CH2:11][C:12]2[O:13][C:14](=[O:28])[C:15]3[C:20]([C:21]=2[C:22]2[CH:27]=[CH:26][CH:25]=[CH:24][CH:23]=2)=[CH:19][CH:18]=[CH:17][CH:16]=3)=[C:8]2[C:4]([NH:5][CH:6]=[N:7]2)=[N:3][CH:2]=1.Br[CH2:30]C1OC(=O)C2C(C=1C1C=C(C)C=CC=1)=CC=CC=2.O.N1C(S)=C2C(NC=N2)=NC=1.C([O-])([O-])=O.[K+].[K+]. No catalyst specified. The product is [N:1]1[C:9]([S:10][CH2:11][C:12]2[O:13][C:14](=[O:28])[C:15]3[C:20]([C:21]=2[C:22]2[CH:23]=[C:24]([CH3:30])[CH:25]=[CH:26][CH:27]=2)=[CH:19][CH:18]=[CH:17][CH:16]=3)=[C:8]2[C:4]([NH:5][CH:6]=[N:7]2)=[N:3][CH:2]=1. The yield is 0.820. (9) The reactants are Br[C:2]1[CH:3]=[C:4]([N:8]([CH2:23][CH:24]([O:29][Si](C(C)(C)C)(C)C)[C:25]([F:28])([F:27])[F:26])[CH2:9][C:10]2[CH:15]=[CH:14][CH:13]=[C:12]([O:16][C:17]([F:22])([F:21])[CH:18]([F:20])[F:19])[CH:11]=2)[CH:5]=[CH:6][CH:7]=1.C(=O)([O-])[O-].[Cs+].[Cs+].[Cl:43][C:44]1[CH:49]=[CH:48][C:47]([OH:50])=[CH:46][C:45]=1[CH2:51][CH3:52].C1(C(O)=O)C2C(=CC=CC=2)C=CC=1. The catalyst is CC(N(C)C)=O.C1(C)C=CC=CC=1. The product is [Cl:43][C:44]1[CH:49]=[CH:48][C:47]([O:50][C:2]2[CH:3]=[C:4]([N:8]([CH2:9][C:10]3[CH:15]=[CH:14][CH:13]=[C:12]([O:16][C:17]([F:22])([F:21])[CH:18]([F:19])[F:20])[CH:11]=3)[CH2:23][CH:24]([OH:29])[C:25]([F:27])([F:26])[F:28])[CH:5]=[CH:6][CH:7]=2)=[CH:46][C:45]=1[CH2:51][CH3:52]. The yield is 0.230.